Task: Predict which catalyst facilitates the given reaction.. Dataset: Catalyst prediction with 721,799 reactions and 888 catalyst types from USPTO (1) Reactant: [CH2:1]([O:19][C:20]1[CH:21]=[C:22]([CH:27]=[CH:28][C:29]=1[C:30]#[C:31][Si](C)(C)C)[C:23]([O:25][CH3:26])=[O:24])[CH2:2][CH2:3][CH2:4][CH2:5][CH2:6][CH2:7][CH2:8]CCCCCCCCCC.C([O-])([O-])=O.[K+].[K+]. Product: [C:30]([C:29]1[CH:28]=[CH:27][C:22]([C:23]([O:25][CH3:26])=[O:24])=[CH:21][C:20]=1[O:19][CH2:1][CH2:2][CH2:3][CH2:4][CH2:5][CH2:6][CH2:7][CH3:8])#[CH:31]. The catalyst class is: 5. (2) Reactant: [Br:1][C:2]1[CH:11]=[C:10]2[C:5]([CH2:6][CH2:7][CH:8]([CH2:19][CH:20]3[CH2:25][CH2:24][N:23]([CH2:26][CH:27]([F:29])[F:28])[CH2:22][CH2:21]3)[C:9]32[C:15](=[O:16])[N:14]([CH3:17])[C:13](=O)[NH:12]3)=[CH:4][CH:3]=1.COC1C=CC(P2(SP(C3C=CC(OC)=CC=3)(=S)S2)=[S:39])=CC=1. Product: [Br:1][C:2]1[CH:11]=[C:10]2[C:5]([CH2:6][CH2:7][CH:8]([CH2:19][CH:20]3[CH2:25][CH2:24][N:23]([CH2:26][CH:27]([F:29])[F:28])[CH2:22][CH2:21]3)[C:9]32[C:15](=[O:16])[N:14]([CH3:17])[C:13](=[S:39])[NH:12]3)=[CH:4][CH:3]=1. The catalyst class is: 11. (3) Reactant: C(Cl)(=O)C(Cl)=O.CS(C)=O.[C:11]([N:28]([CH2:32][CH2:33][CH2:34][CH2:35][CH2:36][CH2:37][CH2:38][CH2:39][CH2:40][CH3:41])[CH2:29][CH2:30][OH:31])([O:13][CH2:14][CH:15]1[C:27]2[C:22](=[CH:23][CH:24]=[CH:25][CH:26]=2)[C:21]2[C:16]1=[CH:17][CH:18]=[CH:19][CH:20]=2)=[O:12].C(N(CC)CC)C. Product: [C:11]([N:28]([CH2:29][CH:30]=[O:31])[CH2:32][CH2:33][CH2:34][CH2:35][CH2:36][CH2:37][CH2:38][CH2:39][CH2:40][CH3:41])([O:13][CH2:14][CH:15]1[C:27]2[C:22](=[CH:23][CH:24]=[CH:25][CH:26]=2)[C:21]2[C:16]1=[CH:17][CH:18]=[CH:19][CH:20]=2)=[O:12]. The catalyst class is: 2. (4) Reactant: [C:1]([C:3]1[S:7][C:6]([CH:8]=O)=[CH:5][CH:4]=1)#[CH:2].[NH:10]1[CH2:15][CH2:14][O:13][CH2:12][CH2:11]1.CC(O)=O.[BH-](OC(C)=O)(OC(C)=O)OC(C)=O.[Na+]. Product: [C:1]([C:3]1[S:7][C:6]([CH2:8][N:10]2[CH2:15][CH2:14][O:13][CH2:12][CH2:11]2)=[CH:5][CH:4]=1)#[CH:2]. The catalyst class is: 279. (5) Reactant: [F:1][C:2]1[CH:3]=[C:4]([CH2:9][C:10]([NH:12][C@H:13]([C:15]([OH:17])=O)[CH3:14])=[O:11])[CH:5]=[C:6]([F:8])[CH:7]=1.Cl.[NH2:19][C@@H:20]([CH2:25][C:26]1[N:27]=[CH:28][S:29][CH:30]=1)[C:21]([O:23][CH3:24])=[O:22]. Product: [F:8][C:6]1[CH:5]=[C:4]([CH2:9][C:10]([NH:12][C@H:13]([C:15]([NH:19][C@@H:20]([CH2:25][C:26]2[N:27]=[CH:28][S:29][CH:30]=2)[C:21]([O:23][CH3:24])=[O:22])=[O:17])[CH3:14])=[O:11])[CH:3]=[C:2]([F:1])[CH:7]=1. The catalyst class is: 100.